This data is from Reaction yield outcomes from USPTO patents with 853,638 reactions. The task is: Predict the reaction yield, written as a fraction of the theoretical maximum amount of product (1.0 means a 100% yield; for example, 0.34 means a 34% yield). (1) The reactants are [Cl:1][C:2]1[CH:25]=[C:24]([Cl:26])[CH:23]=[CH:22][C:3]=1[CH2:4][CH:5]1[CH2:9][CH2:8][N:7]([C:10]2([CH3:20])[CH2:19][CH2:18][C:13]3(OCC[O:14]3)[CH2:12][CH2:11]2)[C:6]1=[O:21].CC1C=CC(S(O)(=O)=O)=CC=1. The catalyst is CC(C)=O. The product is [Cl:1][C:2]1[CH:25]=[C:24]([Cl:26])[CH:23]=[CH:22][C:3]=1[CH2:4][CH:5]1[CH2:9][CH2:8][N:7]([C:10]2([CH3:20])[CH2:19][CH2:18][C:13](=[O:14])[CH2:12][CH2:11]2)[C:6]1=[O:21]. The yield is 0.910. (2) The reactants are Cl[C:2]1[N:7]=[C:6]([NH:8][C:9]2[CH:14]=[CH:13][C:12]3[O:15][CH2:16][CH2:17][O:18][C:11]=3[CH:10]=2)[C:5]([F:19])=[CH:4][N:3]=1.[CH:20](N(CC)C(C)C)(C)C.[CH2:29]([O:33][C:34]1[CH:40]=[CH:39][C:37](N)=[CH:36][CH:35]=1)[CH2:30][CH2:31][CH3:32]. The catalyst is C(O)CO. The product is [CH2:29]([O:33][C:34]1[CH:40]=[CH:39][C:37]([NH:7][C:2]2[CH:20]=[C:6]([NH:8][C:9]3[CH:14]=[CH:13][C:12]4[O:15][CH2:16][CH2:17][O:18][C:11]=4[CH:10]=3)[C:5]([F:19])=[CH:4][N:3]=2)=[CH:36][CH:35]=1)[CH2:30][CH2:31][CH3:32]. The yield is 0.490. (3) The reactants are [C:1]([C:5]1[CH:9]=[C:8]([C:10]([O:12][CH2:13][CH3:14])=[O:11])[N:7]([C:15]2[CH:16]=[C:17]3[C:22](=[CH:23][CH:24]=2)[NH:21][C:20](=[O:25])[CH:19]=[CH:18]3)[N:6]=1)([CH3:4])([CH3:3])[CH3:2].CCN(CC)CC.[S:33](O[S:33]([C:36]([F:39])([F:38])[F:37])(=[O:35])=[O:34])([C:36]([F:39])([F:38])[F:37])(=[O:35])=[O:34]. The catalyst is C(Cl)Cl. The product is [C:1]([C:5]1[CH:9]=[C:8]([C:10]([O:12][CH2:13][CH3:14])=[O:11])[N:7]([C:15]2[CH:16]=[C:17]3[C:22](=[CH:23][CH:24]=2)[N:21]=[C:20]([O:25][S:33]([C:36]([F:39])([F:38])[F:37])(=[O:35])=[O:34])[CH:19]=[CH:18]3)[N:6]=1)([CH3:2])([CH3:3])[CH3:4]. The yield is 0.940. (4) The reactants are [CH3:1][O:2][C:3]1[C:4](=[O:28])[C:5]([C:24]([O:26]C)=[O:25])=[N:6][N:7]([C:9]2[C:22]([F:23])=[CH:21][C:12]3[O:13][C:14]([F:20])([F:19])[C:15]([F:18])([F:17])[O:16][C:11]=3[CH:10]=2)[CH:8]=1.[OH-].[Na+].Cl. The catalyst is CO. The yield is 0.940. The product is [CH3:1][O:2][C:3]1[C:4](=[O:28])[C:5]([C:24]([OH:26])=[O:25])=[N:6][N:7]([C:9]2[C:22]([F:23])=[CH:21][C:12]3[O:13][C:14]([F:20])([F:19])[C:15]([F:18])([F:17])[O:16][C:11]=3[CH:10]=2)[CH:8]=1. (5) The reactants are [CH2:1]([Sn:5](=[O:10])[CH2:6][CH2:7][CH2:8][CH3:9])[CH2:2][CH2:3][CH3:4].[OH:11][CH2:12][C:13](CO)(CO)[CH2:14]O. The catalyst is C1(C)C=CC=CC=1. The product is [CH2:1]([Sn:5]1([CH2:6][CH2:7][CH2:8][CH3:9])[O:11][CH2:12][CH2:13][CH2:14][O:10]1)[CH2:2][CH2:3][CH3:4]. The yield is 0.875. (6) The reactants are [C:1]1([CH2:7][CH:8]=O)[CH:6]=[CH:5][CH:4]=[CH:3][CH:2]=1.C[Si]([C:14]#[N:15])(C)C.[NH2:16][C:17]1[CH:22]=[CH:21][C:20]([C:23]([OH:32])([C:28]([F:31])([F:30])[F:29])[C:24]([F:27])([F:26])[F:25])=[CH:19][CH:18]=1. The catalyst is C(Cl)Cl.O. The product is [C:1]1([CH2:7][CH:8]([NH:16][C:17]2[CH:18]=[CH:19][C:20]([C:23]([OH:32])([C:24]([F:25])([F:26])[F:27])[C:28]([F:29])([F:30])[F:31])=[CH:21][CH:22]=2)[C:14]#[N:15])[CH:2]=[CH:3][CH:4]=[CH:5][CH:6]=1. The yield is 0.630.